Dataset: Merck oncology drug combination screen with 23,052 pairs across 39 cell lines. Task: Regression. Given two drug SMILES strings and cell line genomic features, predict the synergy score measuring deviation from expected non-interaction effect. (1) Drug 1: O=C(CCCCCCC(=O)Nc1ccccc1)NO. Drug 2: Nc1ccn(C2OC(CO)C(O)C2(F)F)c(=O)n1. Cell line: DLD1. Synergy scores: synergy=0.833. (2) Drug 1: CN1C(=O)C=CC2(C)C3CCC4(C)C(NC(=O)OCC(F)(F)F)CCC4C3CCC12. Cell line: MDAMB436. Synergy scores: synergy=-3.98. Drug 2: CN(Cc1cnc2nc(N)nc(N)c2n1)c1ccc(C(=O)NC(CCC(=O)O)C(=O)O)cc1.